From a dataset of Cav3 T-type calcium channel HTS with 100,875 compounds. Binary Classification. Given a drug SMILES string, predict its activity (active/inactive) in a high-throughput screening assay against a specified biological target. (1) The result is 0 (inactive). The drug is Brc1oc(C(=O)Nc2c(Oc3ccccc3)cccc2)cc1. (2) The drug is O(CCN1C(=O)c2c(C1=O)cccc2)c1c(cccc1)C. The result is 0 (inactive). (3) The result is 0 (inactive). The compound is S(Cc1oc(cc1)C(OCC)=O)c1[nH]ncn1. (4) The drug is S(c1n(Cc2occc2)c(nn1)c1nccnc1)CC(=O)Nc1ccc(cc1)C. The result is 0 (inactive). (5) The molecule is S(c1n(CC(=O)N2CCCC2)c2c(n1)cccc2)CC(=O)Nc1sccn1. The result is 0 (inactive). (6) The compound is S(C1CCOC1=O)c1n(c2c(n1)cccc2)c1ccc(OC)cc1. The result is 0 (inactive). (7) The compound is O(CC(=O)N1CCc2c1cccc2)C(=O)c1nn(c(=O)c2c1cccc2)CC. The result is 0 (inactive).